This data is from Full USPTO retrosynthesis dataset with 1.9M reactions from patents (1976-2016). The task is: Predict the reactants needed to synthesize the given product. Given the product [CH3:22][C:20]([CH3:21])([CH3:23])[C:19]([C:18]1[C:12]2[C:13](=[N:14][CH:15]=[C:10]([C:3]3[CH:3]=[CH:10][N:11]=[C:5]([N:16]4[CH2:17][CH2:18][CH2:12][CH2:13]4)[CH:4]=3)[N:11]=2)[NH:16][CH:17]=1)=[O:24], predict the reactants needed to synthesize it. The reactants are: N1C2[C:4](=[CH:5]C=CC=2)[C:3]([C:10]2[N:11]=[C:12]3[C:18]([C:19](=[O:24])[C:20]([CH3:23])([CH3:22])[CH3:21])=[CH:17][N:16](COCC[Si](C)(C)C)[C:13]3=[N:14][CH:15]=2)=C1.C(=O)([O-])[O-].[Cs+].[Cs+].[H-].[Na+].[H][H].